From a dataset of Full USPTO retrosynthesis dataset with 1.9M reactions from patents (1976-2016). Predict the reactants needed to synthesize the given product. (1) Given the product [F:36][C:37]1[CH:45]=[CH:44][CH:43]=[C:42]2[C:38]=1[CH:39]=[C:40]([C:2]1[N:7]=[C:6]([C:8]3[C:9]([N:28]([CH3:33])[S:29]([CH3:32])(=[O:30])=[O:31])=[CH:10][C:11]4[O:15][C:14]([C:16]5[CH:21]=[CH:20][C:19]([F:22])=[CH:18][CH:17]=5)=[C:13]([C:23]([NH:25][CH3:26])=[O:24])[C:12]=4[CH:27]=3)[CH:5]=[CH:4][C:3]=1[CH2:34][CH2:55][OH:58])[NH:41]2, predict the reactants needed to synthesize it. The reactants are: Cl[C:2]1[N:7]=[C:6]([C:8]2[C:9]([N:28]([CH3:33])[S:29]([CH3:32])(=[O:31])=[O:30])=[CH:10][C:11]3[O:15][C:14]([C:16]4[CH:21]=[CH:20][C:19]([F:22])=[CH:18][CH:17]=4)=[C:13]([C:23]([NH:25][CH3:26])=[O:24])[C:12]=3[CH:27]=2)[CH:5]=[CH:4][C:3]=1[CH2:34]O.[F:36][C:37]1[CH:45]=[CH:44][CH:43]=[C:42]2[C:38]=1[CH:39]=[C:40](B1OC(C)(C)C(C)(C)O1)[NH:41]2.[C:55]([O-:58])([O-])=O.[Cs+].[Cs+]. (2) Given the product [F:20][C:21]([F:39])([F:40])[C:22]1[CH:38]=[CH:37][C:25]([O:26][C:27]2[CH:36]=[CH:35][C:30]([C:31]3[N:34]=[C:6]([C:5]4[CH:18]=[CH:19][CH:2]=[CH:3][CH:4]=4)[O:33][N:32]=3)=[CH:29][CH:28]=2)=[CH:24][CH:23]=1, predict the reactants needed to synthesize it. The reactants are: F[C:2]1[CH:19]=[CH:18][C:5]([C:6]([C:2]2[CH:19]=[CH:18][C:5]([C:6](=NO)N)=[CH:4][CH:3]=2)=O)=[CH:4][CH:3]=1.[F:20][C:21]([F:40])([F:39])[C:22]1[CH:38]=[CH:37][C:25]([O:26][C:27]2[CH:36]=[CH:35][C:30](/[C:31](/[NH2:34])=[N:32]/[OH:33])=[CH:29][CH:28]=2)=[CH:24][CH:23]=1.FC1C=CC(C(Cl)=O)=CC=1.O. (3) Given the product [CH3:1][C:2]([CH2:6][CH2:7][C:8]([CH3:12])=[C:9]([CH3:11])[CH3:10])=[CH:3][CH2:4][OH:5], predict the reactants needed to synthesize it. The reactants are: [CH3:1][C:2]([CH2:6][CH2:7][C:8]([CH3:12])=[C:9]([CH3:11])[CH3:10])=[CH:3][CH:4]=[O:5].C(O)(=O)C1C=CC=CC=1. (4) Given the product [C:3]([OH:4])(=[O:14])[CH2:2][CH2:11][CH2:10][CH2:5][CH2:6][CH2:7][CH2:8][CH2:9][CH2:28][CH2:29][CH3:30].[Cl:1][C:2]1[C:3](=[O:14])[O:4][C:5]2[C:10]([C:11]=1[CH3:12])=[CH:9][CH:8]=[C:7]([OH:13])[CH:6]=2, predict the reactants needed to synthesize it. The reactants are: [Cl:1][C:2]1[C:3](=[O:14])[O:4][C:5]2[C:10]([C:11]=1[CH3:12])=[CH:9][CH:8]=[C:7]([OH:13])[CH:6]=2.C(=O)([O-])[O-].[K+].[K+].C(N(CC)CC)C.[C:28](Cl)(=O)[CH2:29][CH2:30]CCCCCCCCC. (5) Given the product [CH2:1]([O:8][C:9]([NH:11][C@@H:12]([CH2:18][CH2:19][C:20](=[O:37])[N:21]1[CH2:25][CH2:24][C:23]2([CH2:26][CH2:27][N:28]([C:31]3[CH:32]=[CH:33][N:34]=[CH:35][CH:36]=3)[CH2:29][CH2:30]2)[CH2:22]1)[C:13]([OH:15])=[O:14])=[O:10])[C:2]1[CH:7]=[CH:6][CH:5]=[CH:4][CH:3]=1, predict the reactants needed to synthesize it. The reactants are: [CH2:1]([O:8][C:9]([NH:11][C@@H:12]([CH2:18][CH2:19][C:20](=[O:37])[N:21]1[CH2:25][CH2:24][C:23]2([CH2:30][CH2:29][N:28]([C:31]3[CH:36]=[CH:35][N:34]=[CH:33][CH:32]=3)[CH2:27][CH2:26]2)[CH2:22]1)[C:13]([O:15]CC)=[O:14])=[O:10])[C:2]1[CH:7]=[CH:6][CH:5]=[CH:4][CH:3]=1.[Li+].[OH-].